Dataset: Full USPTO retrosynthesis dataset with 1.9M reactions from patents (1976-2016). Task: Predict the reactants needed to synthesize the given product. (1) Given the product [C:1]([C:3]1[C:8]([O:9][CH3:10])=[C:7]([O:15][CH3:14])[CH:6]=[CH:5][N:4]=1)#[N:2], predict the reactants needed to synthesize it. The reactants are: [C:1]([C:3]1[C:8]([O:9][CH3:10])=[C:7]([N+]([O-])=O)[CH:6]=[CH:5][N:4]=1)#[N:2].[CH3:14][O-:15].[Na+].[Na]. (2) Given the product [F:1][C:2]1[CH:3]=[CH:4][C:5]([N:8]2[C:12]([NH:13][C:14]([NH:48][C:47]3[CH:49]=[CH:50][CH:51]=[C:45]([S:44][C:32]4[C:31]5[C:36](=[CH:37][C:38]([O:39][CH2:40][CH2:41][O:42][CH3:43])=[C:29]([O:28][CH3:27])[CH:30]=5)[N:35]=[CH:34][N:33]=4)[CH:46]=3)=[O:22])=[CH:11][C:10]([C:23]([F:24])([F:25])[F:26])=[N:9]2)=[CH:6][CH:7]=1, predict the reactants needed to synthesize it. The reactants are: [F:1][C:2]1[CH:7]=[CH:6][C:5]([N:8]2[C:12]([NH:13][C:14](=[O:22])OC3C=CC=CC=3)=[CH:11][C:10]([C:23]([F:26])([F:25])[F:24])=[N:9]2)=[CH:4][CH:3]=1.[CH3:27][O:28][C:29]1[CH:30]=[C:31]2[C:36](=[CH:37][C:38]=1[O:39][CH2:40][CH2:41][O:42][CH3:43])[N:35]=[CH:34][N:33]=[C:32]2[S:44][C:45]1[CH:46]=[C:47]([CH:49]=[CH:50][CH:51]=1)[NH2:48]. (3) Given the product [CH3:5][C:6]1[CH2:7][C:8](=[O:9])[N:1]([C:3]2[CH:8]=[CH:7][CH:6]=[CH:5][N:4]=2)[N:2]=1, predict the reactants needed to synthesize it. The reactants are: [NH:1]([C:3]1[CH:8]=[CH:7][CH:6]=[CH:5][N:4]=1)[NH2:2].[OH2:9]. (4) Given the product [F:21][C:18]1[CH:19]=[CH:20][C:15]([C@@H:8]([CH:9]2[CH2:14][CH2:13][O:12][CH2:11][CH2:10]2)[C@@H:4]([C:5]([NH:22][C:23]2[CH:53]=[CH:52][CH:51]=[C:50]([F:54])[C:24]=2[CH2:25][CH2:26][C@H:27]2[O:32][CH2:31][C@@H:30]([CH2:33][O:34][C:35](=[O:42])[NH:36][CH2:37][C:38]([F:41])([F:40])[F:39])[NH:29][CH2:28]2)=[O:7])[NH2:1])=[CH:16][CH:17]=1, predict the reactants needed to synthesize it. The reactants are: [N:1]([C@@H:4]([C@@H:8]([C:15]1[CH:20]=[CH:19][C:18]([F:21])=[CH:17][CH:16]=1)[CH:9]1[CH2:14][CH2:13][O:12][CH2:11][CH2:10]1)[C:5]([OH:7])=O)=[N+]=[N-].[NH2:22][C:23]1[CH:53]=[CH:52][CH:51]=[C:50]([F:54])[C:24]=1[CH2:25][CH2:26][C@H:27]1[O:32][CH2:31][C@@H:30]([CH2:33][O:34][C:35](=[O:42])[NH:36][CH2:37][C:38]([F:41])([F:40])[F:39])[N:29](C(OC(C)(C)C)=O)[CH2:28]1. (5) The reactants are: [F:1][C:2]1[CH:11]=[C:10]2[C:5]([CH:6]=[CH:7][C:8](=[O:32])[N:9]2[CH2:12][CH2:13][N:14]2[CH2:18][C@@H:17]([OH:19])[C@@H:16]([CH2:20][NH:21]C(=O)OCC3C=CC=CC=3)[CH2:15]2)=[N:4][CH:3]=1. Given the product [NH2:21][CH2:20][C@@H:16]1[C@H:17]([OH:19])[CH2:18][N:14]([CH2:13][CH2:12][N:9]2[C:10]3[C:5](=[N:4][CH:3]=[C:2]([F:1])[CH:11]=3)[CH:6]=[CH:7][C:8]2=[O:32])[CH2:15]1, predict the reactants needed to synthesize it. (6) Given the product [O:20]=[S:19]1(=[O:21])[CH2:18][CH2:17][CH2:16][N:1]1[C:2]1[CH:11]=[CH:10][C:5]([C:6]([OH:8])=[O:7])=[C:4]([N+:12]([O-:14])=[O:13])[CH:3]=1, predict the reactants needed to synthesize it. The reactants are: [NH2:1][C:2]1[CH:11]=[CH:10][C:5]([C:6]([O:8]C)=[O:7])=[C:4]([N+:12]([O-:14])=[O:13])[CH:3]=1.Cl[CH2:16][CH2:17][CH2:18][S:19](Cl)(=[O:21])=[O:20].